From a dataset of Forward reaction prediction with 1.9M reactions from USPTO patents (1976-2016). Predict the product of the given reaction. Given the reactants C(OC([C:6]1[C:10]([C:11]2[CH:16]=[CH:15][C:14]([O:17][CH2:18][C:19]3[CH:24]=[CH:23][CH:22]=[CH:21][CH:20]=3)=[CH:13][CH:12]=2)=[CH:9][S:8][C:7]=1[NH:25][C:26](=[O:33])[CH2:27][C:28](OCC)=[O:29])=O)C.[H-].[Na+], predict the reaction product. The product is: [CH2:18]([O:17][C:14]1[CH:15]=[CH:16][C:11]([C:10]2[C:6]3[C:28]([OH:29])=[CH:27][C:26](=[O:33])[NH:25][C:7]=3[S:8][CH:9]=2)=[CH:12][CH:13]=1)[C:19]1[CH:24]=[CH:23][CH:22]=[CH:21][CH:20]=1.